The task is: Predict the product of the given reaction.. This data is from Forward reaction prediction with 1.9M reactions from USPTO patents (1976-2016). (1) Given the reactants [F:8][C:7]([F:10])([F:9])[C:6](O[C:6](=[O:11])[C:7]([F:10])([F:9])[F:8])=[O:11].[F:14][C:15]1[CH:16]=[C:17]([CH:20]=[CH:21][CH:22]=1)[CH2:18][NH2:19].C(N(CC)CC)C.O, predict the reaction product. The product is: [F:14][C:15]1[CH:16]=[C:17]([CH:20]=[CH:21][CH:22]=1)[CH2:18][NH:19][C:6](=[O:11])[C:7]([F:8])([F:9])[F:10]. (2) Given the reactants Cl.[N:2]12[CH2:9][CH2:8][CH:5]([CH2:6][CH2:7]1)[CH:4]([C:10]([OH:12])=[O:11])[CH2:3]2.C(Cl)CCl.C1C=CC2N(O)N=NC=2C=1.[F:27][C:28]1[CH:33]=[CH:32][C:31]([CH:34]([C:36]2[CH:41]=[CH:40][C:39]([F:42])=[CH:38][CH:37]=2)O)=[CH:30][CH:29]=1.CCN(C(C)C)C(C)C.C([O-])(O)=O.[Na+], predict the reaction product. The product is: [N:2]12[CH2:9][CH2:8][CH:5]([CH2:6][CH2:7]1)[CH:4]([C:10]([O:12][CH:34]([C:31]1[CH:32]=[CH:33][C:28]([F:27])=[CH:29][CH:30]=1)[C:36]1[CH:37]=[CH:38][C:39]([F:42])=[CH:40][CH:41]=1)=[O:11])[CH2:3]2. (3) Given the reactants [O:1]1CCO[CH:2]1[CH2:6][CH2:7][C:8]1([C:19]2[CH:24]=[CH:23][C:22]([F:25])=[CH:21][CH:20]=2)[C:16]2[C:11](=[CH:12][C:13]([C:17]#[N:18])=[CH:14][CH:15]=2)[CH2:10][O:9]1, predict the reaction product. The product is: [F:25][C:22]1[CH:21]=[CH:20][C:19]([C:8]2([CH2:7][CH2:6][CH:2]=[O:1])[C:16]3[C:11](=[CH:12][C:13]([C:17]#[N:18])=[CH:14][CH:15]=3)[CH2:10][O:9]2)=[CH:24][CH:23]=1. (4) Given the reactants [N:1]1([C:8]2[CH:13]=[C:12]([Cl:14])[N:11]=[C:10]([NH:15][CH:16]3[CH2:21][CH2:20][CH2:19][N:18]([C:22]([O:24][CH2:25][C:26]4[CH:31]=[CH:30][CH:29]=[CH:28][CH:27]=4)=[O:23])[CH:17]3[CH2:32][CH2:33][N:34]=[N+]=[N-])[N:9]=2)[CH2:7][CH2:6][CH2:5][CH2:4][CH2:3][CH2:2]1.O1CCCC1.C1(P(C2C=CC=CC=2)C2C=CC=CC=2)C=CC=CC=1, predict the reaction product. The product is: [NH2:34][CH2:33][CH2:32][CH:17]1[CH:16]([NH:15][C:10]2[N:9]=[C:8]([N:1]3[CH2:7][CH2:6][CH2:5][CH2:4][CH2:3][CH2:2]3)[CH:13]=[C:12]([Cl:14])[N:11]=2)[CH2:21][CH2:20][CH2:19][N:18]1[C:22]([O:24][CH2:25][C:26]1[CH:27]=[CH:28][CH:29]=[CH:30][CH:31]=1)=[O:23]. (5) Given the reactants [CH3:1][N:2]1[C:6]2[CH:7]=[CH:8][C:9]([N:11]3[CH:16]=[C:15]([C:17]([O:19][CH2:20][CH3:21])=[O:18])[C:14](=[O:22])[N:13]([CH:23]4[C:31]5[C:26](=[C:27]([C:32]([F:35])([F:34])[F:33])[CH:28]=[CH:29][CH:30]=5)[CH2:25][CH2:24]4)[C:12]3=[O:36])=[CH:10][C:5]=2[NH:4][C:3]1=[O:37].[CH:38]1(B(O)O)[CH2:40][CH2:39]1.C(=O)([O-])[O-].[Na+].[Na+].N1C=CC=CC=1, predict the reaction product. The product is: [CH:38]1([N:4]2[C:5]3[CH:10]=[C:9]([N:11]4[CH:16]=[C:15]([C:17]([O:19][CH2:20][CH3:21])=[O:18])[C:14](=[O:22])[N:13]([C@H:23]5[C:31]6[C:26](=[C:27]([C:32]([F:34])([F:35])[F:33])[CH:28]=[CH:29][CH:30]=6)[CH2:25][CH2:24]5)[C:12]4=[O:36])[CH:8]=[CH:7][C:6]=3[N:2]([CH3:1])[C:3]2=[O:37])[CH2:40][CH2:39]1. (6) Given the reactants [C:1]([O:5][C:6]([NH:8][C@@H:9]([CH2:13][C:14]1[CH:19]=[CH:18][C:17]([O:20][CH3:21])=[CH:16][CH:15]=1)[C:10](O)=[O:11])=[O:7])([CH3:4])([CH3:3])[CH3:2].C(O)(=O)C.CO, predict the reaction product. The product is: [C:1]([O:5][C:6](=[O:7])[NH:8][C@@H:9]([CH2:13][C:14]1[CH:15]=[CH:16][C:17]([O:20][CH3:21])=[CH:18][CH:19]=1)[CH2:10][OH:11])([CH3:3])([CH3:4])[CH3:2]. (7) The product is: [ClH:5].[Cl:7][C:8]1[CH:31]=[CH:30][C:11]([NH:12][C:13]2[C:22]3[C:17](=[CH:18][C:19]([O:25][CH2:26][CH2:1][N:2]([CH3:6])[C:3]([N:35]([CH3:36])[CH3:33])=[O:4])=[C:20]([O:23][CH3:24])[CH:21]=3)[N:16]=[CH:15][N:14]=2)=[C:10]([F:32])[CH:9]=1. Given the reactants [CH3:1][N:2]([CH3:6])[C:3]([Cl:5])=[O:4].[Cl:7][C:8]1[CH:31]=[CH:30][C:11]([NH:12][C:13]2[C:22]3[C:17](=[CH:18][C:19]([O:25][CH2:26]CNC)=[C:20]([O:23][CH3:24])[CH:21]=3)[N:16]=[CH:15][N:14]=2)=[C:10]([F:32])[CH:9]=1.[CH2:33]([N:35](CC)[CH2:36]C)C, predict the reaction product. (8) Given the reactants [F:1][C:2]1[CH:3]=[C:4]([CH:9]=[CH:10][CH:11]=1)[CH2:5][N:6]=[C:7]=[O:8].[Cl:12][CH2:13][C:14]1[N:18]=[C:17]([NH2:19])[S:16][N:15]=1, predict the reaction product. The product is: [Cl:12][CH2:13][C:14]1[N:18]=[C:17]([NH:19][C:7]([NH:6][CH2:5][C:4]2[CH:9]=[CH:10][CH:11]=[C:2]([F:1])[CH:3]=2)=[O:8])[S:16][N:15]=1. (9) Given the reactants [F:1][C:2]([F:19])([C:8]1[C:17]2[C:12](=[CH:13][CH:14]=[CH:15][CH:16]=2)[C:11]([F:18])=[CH:10][CH:9]=1)[C:3]([O:5]CC)=[O:4].C1COCC1.[OH-].[Na+], predict the reaction product. The product is: [F:19][C:2]([F:1])([C:8]1[C:17]2[C:12](=[CH:13][CH:14]=[CH:15][CH:16]=2)[C:11]([F:18])=[CH:10][CH:9]=1)[C:3]([OH:5])=[O:4]. (10) Given the reactants [Cl:1][C:2]1[C:3]([Cl:11])=[N:4][CH:5]=[C:6]([CH:10]=1)[C:7](O)=[O:8].Cl, predict the reaction product. The product is: [Cl:1][C:2]1[CH:10]=[C:6]([CH2:7][OH:8])[CH:5]=[N:4][C:3]=1[Cl:11].